This data is from Full USPTO retrosynthesis dataset with 1.9M reactions from patents (1976-2016). The task is: Predict the reactants needed to synthesize the given product. (1) Given the product [F:1][C:2]([F:29])([F:30])[C:3]1[CH:4]=[CH:5][C:6]([O:7][CH2:8][CH2:9][CH2:10][O:11][C:12]2[CH:17]=[CH:16][C:15]([CH:18]([C:24]#[C:25][CH3:26])[CH2:19][C:20]([OH:22])=[O:21])=[CH:14][CH:13]=2)=[CH:27][CH:28]=1, predict the reactants needed to synthesize it. The reactants are: [F:1][C:2]([F:30])([F:29])[C:3]1[CH:28]=[CH:27][C:6]([O:7][CH2:8][CH2:9][CH2:10][O:11][C:12]2[CH:17]=[CH:16][C:15]([CH:18]([C:24]#[C:25][CH3:26])[CH2:19][C:20]([O:22]C)=[O:21])=[CH:14][CH:13]=2)=[CH:5][CH:4]=1.Cl.O. (2) The reactants are: Cl.C([O:4][C:5]([NH:7][N:8]=[C:9]([NH2:32])[C:10]1[S:31][C:13]2=[CH:14][N:15]=[CH:16][C:17]([NH:18][C:19]3[CH:24]=[CH:23][C:22]([C:25]4[CH:30]=[CH:29][CH:28]=[CH:27][CH:26]=4)=[CH:21][CH:20]=3)=[C:12]2[CH:11]=1)=O)C.C(=O)([O-])[O-].[K+].[K+].CO. Given the product [C:22]1([C:25]2[CH:26]=[CH:27][CH:28]=[CH:29][CH:30]=2)[CH:21]=[CH:20][C:19]([NH:18][C:17]2[CH:16]=[N:15][CH:14]=[C:13]3[S:31][C:10]([C:9]4[NH:32][C:5](=[O:4])[NH:7][N:8]=4)=[CH:11][C:12]=23)=[CH:24][CH:23]=1, predict the reactants needed to synthesize it. (3) The reactants are: [O:1]=[C:2]1[C:6]2[CH:7]=[CH:8][CH:9]=[C:10]([CH2:11][N:12]3[CH2:17][CH2:16][N:15]([C:18]([O:20][C:21]([CH3:24])([CH3:23])[CH3:22])=[O:19])[CH2:14][CH2:13]3)[C:5]=2[O:4][CH2:3]1.[NH:25]1[C:33]2[C:28](=[CH:29][CH:30]=[CH:31][CH:32]=2)[C:27]([CH:34]=O)=[CH:26]1. Given the product [NH:25]1[C:33]2[C:28](=[CH:29][CH:30]=[CH:31][CH:32]=2)[C:27](/[CH:34]=[C:3]2\[O:4][C:5]3[C:10]([CH2:11][N:12]4[CH2:13][CH2:14][N:15]([C:18]([O:20][C:21]([CH3:24])([CH3:23])[CH3:22])=[O:19])[CH2:16][CH2:17]4)=[CH:9][CH:8]=[CH:7][C:6]=3[C:2]\2=[O:1])=[CH:26]1, predict the reactants needed to synthesize it. (4) The reactants are: [CH3:1][C:2]1[S:3][CH:4]=[C:5]([CH2:7][CH2:8][NH2:9])[N:6]=1.F[C:11]1[CH:16]=[CH:15][C:14]([N+:17]([O-:19])=[O:18])=[CH:13][CH:12]=1.C(N(CC)CC)C.O. Given the product [CH3:1][C:2]1[S:3][CH:4]=[C:5]([CH2:7][CH2:8][NH:9][C:11]2[CH:16]=[CH:15][C:14]([N+:17]([O-:19])=[O:18])=[CH:13][CH:12]=2)[N:6]=1, predict the reactants needed to synthesize it. (5) Given the product [CH:14]([CH:17]1[C:18](=[O:19])[N:11]2[N:10]=[CH:9][C:8]([C:12]#[N:13])=[C:7]2[NH:6][C:23]1=[O:24])([CH3:16])[CH3:15], predict the reactants needed to synthesize it. The reactants are: [Na].CC[O-].[Na+].[NH2:6][C:7]1[NH:11][N:10]=[CH:9][C:8]=1[C:12]#[N:13].[CH:14]([CH:17]([C:23](OCC)=[O:24])[C:18](OCC)=[O:19])([CH3:16])[CH3:15]. (6) Given the product [F:1][C:2]1[C:3]([CH3:19])=[C:4]([C:8]2([C:15]([O:17][CH3:18])=[O:16])[CH2:9][CH2:10][CH:11]([O:14][C:20]3[CH:25]=[CH:24][CH:23]=[CH:22][CH:21]=3)[CH2:12][CH2:13]2)[CH:5]=[CH:6][CH:7]=1, predict the reactants needed to synthesize it. The reactants are: [F:1][C:2]1[C:3]([CH3:19])=[C:4]([C:8]2([C:15]([O:17][CH3:18])=[O:16])[CH2:13][CH2:12][CH:11]([OH:14])[CH2:10][CH2:9]2)[CH:5]=[CH:6][CH:7]=1.[C:20]1(O)[CH:25]=[CH:24][CH:23]=[CH:22][CH:21]=1.C1(P(C2C=CC=CC=2)C2C=CC=CC=2)C=CC=CC=1.CCOC(/N=N/C(OCC)=O)=O.